This data is from Forward reaction prediction with 1.9M reactions from USPTO patents (1976-2016). The task is: Predict the product of the given reaction. Given the reactants [Cl:1][C:2]1[CH:3]=[N:4][CH:5]=[C:6]([Cl:20])[C:7]=1[S:8][C:9]1[S:13][C:12]([C:14]([OH:16])=O)=[CH:11][C:10]=1[N+:17]([O-:19])=[O:18].[OH:21][CH2:22][CH2:23][NH2:24], predict the reaction product. The product is: [Cl:20][C:6]1[CH:5]=[N:4][CH:3]=[C:2]([Cl:1])[C:7]=1[S:8][C:9]1[S:13][C:12]([C:14]([NH:24][CH2:23][CH2:22][OH:21])=[O:16])=[CH:11][C:10]=1[N+:17]([O-:19])=[O:18].